From a dataset of Reaction yield outcomes from USPTO patents with 853,638 reactions. Predict the reaction yield, written as a fraction of the theoretical maximum amount of product (1.0 means a 100% yield; for example, 0.34 means a 34% yield). (1) The reactants are [C:1]([O:5][C:6](=[O:13])[CH2:7][C:8](=[CH2:12])[C:9]([OH:11])=[O:10])([CH3:4])([CH3:3])[CH3:2].[S:14]1C=CC=C1CC(O)=O.C1C[O:26][CH2:25][CH2:24]1. No catalyst specified. The product is [C:1]([O:5][C:6](=[O:13])[CH2:7][CH:8]([CH2:12][S:14][C:25](=[O:26])[CH3:24])[C:9]([OH:11])=[O:10])([CH3:4])([CH3:3])[CH3:2]. The yield is 0.426. (2) The reactants are N1C=CN=C1CN1C(=O)COC2N=C(C3C=CC(C4(N)CCC4)=CC=3)C(C3C=CC=CC=3)=CC1=2.C(OC(=O)[NH:41][C:42]1([C:46]2[CH:51]=[CH:50][C:49]([C:52]3[C:53]([C:65]4[CH:70]=[CH:69][CH:68]=[CH:67][CH:66]=4)=[CH:54][C:55]4[N:61]([CH3:62])[C:60](=[O:63])[CH2:59][CH2:58][NH:57][C:56]=4[N:64]=3)=[CH:48][CH:47]=2)[CH2:45][CH2:44][CH2:43]1)(C)(C)C. No catalyst specified. The product is [NH2:41][C:42]1([C:46]2[CH:47]=[CH:48][C:49]([C:52]3[C:53]([C:65]4[CH:66]=[CH:67][CH:68]=[CH:69][CH:70]=4)=[CH:54][C:55]4[N:61]([CH3:62])[C:60](=[O:63])[CH2:59][CH2:58][NH:57][C:56]=4[N:64]=3)=[CH:50][CH:51]=2)[CH2:43][CH2:44][CH2:45]1. The yield is 0.720. (3) The reactants are Cl[C:2]1[N:7]=[C:6]([NH:8][C:9]2[CH:14]=[CH:13][C:12]3[O:15][CH2:16][CH2:17][O:18][C:11]=3[CH:10]=2)[C:5]([F:19])=[CH:4][N:3]=1.[CH:20](N(CC)C(C)C)(C)C.[CH2:29]([O:33][C:34]1[CH:40]=[CH:39][C:37](N)=[CH:36][CH:35]=1)[CH2:30][CH2:31][CH3:32]. The catalyst is C(O)CO. The product is [CH2:29]([O:33][C:34]1[CH:40]=[CH:39][C:37]([NH:7][C:2]2[CH:20]=[C:6]([NH:8][C:9]3[CH:14]=[CH:13][C:12]4[O:15][CH2:16][CH2:17][O:18][C:11]=4[CH:10]=3)[C:5]([F:19])=[CH:4][N:3]=2)=[CH:36][CH:35]=1)[CH2:30][CH2:31][CH3:32]. The yield is 0.490. (4) The reactants are [O:1]1[C:5]2[CH:6]=[CH:7][CH:8]=[CH:9][C:4]=2[N:3]=[CH:2]1.Cl[C:11]1[CH:16]=[CH:15][CH:14]=[CH:13][CH:12]=1.CC([O-])(C)C.[K+].CN(C=O)C. The catalyst is [Cu]I.C(OCC)(=O)C. The product is [C:11]1([C:2]2[O:1][C:5]3[CH:6]=[CH:7][CH:8]=[CH:9][C:4]=3[N:3]=2)[CH:16]=[CH:15][CH:14]=[CH:13][CH:12]=1. The yield is 0.400. (5) The reactants are [NH2:1][C:2]1[N:3]=[CH:4][C:5]([C:20]2[CH:30]=[CH:29][C:23]([C:24]([N:26]([CH3:28])[CH3:27])=[O:25])=[CH:22][CH:21]=2)=[N:6][C:7]=1[C:8]1[O:9][C:10]([C:13]2[CH:18]=[CH:17][CH:16]=[CH:15][C:14]=2[OH:19])=[N:11][N:12]=1.C(=O)([O-])[O-].[K+].[K+].Br[CH2:38][CH2:39][NH:40]C(=O)OC(C)(C)C.C(O)(C(F)(F)F)=O. The catalyst is CN(C=O)C.C(Cl)Cl.O. The product is [NH2:1][C:2]1[N:3]=[CH:4][C:5]([C:20]2[CH:30]=[CH:29][C:23]([C:24]([N:26]([CH3:28])[CH3:27])=[O:25])=[CH:22][CH:21]=2)=[N:6][C:7]=1[C:8]1[O:9][C:10]([C:13]2[CH:18]=[CH:17][CH:16]=[CH:15][C:14]=2[O:19][CH2:38][CH2:39][NH2:40])=[N:11][N:12]=1. The yield is 0.690. (6) The catalyst is CN(C=O)C.O. The reactants are [C:1]([C:5]1[S:13][C:12]2[C:11](Cl)=[N:10][C:9]([C:15]([C:17]3[CH:22]=[CH:21][C:20]([F:23])=[CH:19][CH:18]=3)=[O:16])=[N:8][C:7]=2[CH:6]=1)([CH3:4])([CH3:3])[CH3:2].[CH3:24][C:25]1[NH:29][N:28]=[C:27]([NH2:30])[CH:26]=1.CCN(C(C)C)C(C)C. The yield is 0.900. The product is [C:1]([C:5]1[S:13][C:12]2[C:11]([NH:30][C:27]3[CH:26]=[C:25]([CH3:24])[NH:29][N:28]=3)=[N:10][C:9]([C:15]([C:17]3[CH:22]=[CH:21][C:20]([F:23])=[CH:19][CH:18]=3)=[O:16])=[N:8][C:7]=2[CH:6]=1)([CH3:4])([CH3:3])[CH3:2]. (7) The reactants are [CH:1]1[C:13]2[CH:12]([CH2:14][O:15][C:16]([NH:18][C@@H:19]([CH2:23][C:24]3[C:29]([CH3:30])=[CH:28][C:27]([OH:31])=[CH:26][C:25]=3[CH3:32])[C:20](O)=[O:21])=[O:17])[C:11]3[C:6](=[CH:7][CH:8]=[CH:9][CH:10]=3)[C:5]=2[CH:4]=[CH:3][CH:2]=1.[CH2:33]([O:35][CH:36]([O:51][CH2:52][CH3:53])[C@@H:37]([NH:39][CH2:40][C:41]1[CH:42]=[CH:43][CH:44]=[C:45]2[C:50]=1[N:49]=[CH:48][CH:47]=[CH:46]2)[CH3:38])[CH3:34].[Cl-].COC1N=C(OC)N=C([N+]2(C)CCOCC2)N=1. The catalyst is ClCCl.C(OCC)(=O)C. The product is [CH2:33]([O:35][CH:36]([O:51][CH2:52][CH3:53])[C@@H:37]([N:39]([CH2:40][C:41]1[CH:42]=[CH:43][CH:44]=[C:45]2[C:50]=1[N:49]=[CH:48][CH:47]=[CH:46]2)[C:20](=[O:21])[C@@H:19]([NH:18][C:16](=[O:17])[O:15][CH2:14][CH:12]1[C:13]2[CH:1]=[CH:2][CH:3]=[CH:4][C:5]=2[C:6]2[C:11]1=[CH:10][CH:9]=[CH:8][CH:7]=2)[CH2:23][C:24]1[C:29]([CH3:30])=[CH:28][C:27]([OH:31])=[CH:26][C:25]=1[CH3:32])[CH3:38])[CH3:34]. The yield is 0.550. (8) The reactants are Br[C:2]1[CH:3]=[CH:4][C:5]([N+:8]([O-:10])=[O:9])=[N:6][CH:7]=1.C([O-])([O-])=O.[K+].[K+].[C:17]([O:21][C:22]([N:24]1[CH2:29][CH2:28][NH:27][C@@H:26]([CH3:30])[CH2:25]1)=[O:23])([CH3:20])([CH3:19])[CH3:18].O. The catalyst is CS(C)=O. The product is [CH3:30][C@@H:26]1[N:27]([C:2]2[CH:7]=[N:6][C:5]([N+:8]([O-:10])=[O:9])=[CH:4][CH:3]=2)[CH2:28][CH2:29][N:24]([C:22]([O:21][C:17]([CH3:18])([CH3:20])[CH3:19])=[O:23])[CH2:25]1. The yield is 0.500. (9) The reactants are Br[C:2]1[CH:7]=[CH:6][N:5]=[C:4]2[NH:8][C:9]([CH3:11])=[CH:10][C:3]=12.[H-].[Na+].[Li]CCCC.C([O:22][B:23](OC(C)C)[O:24]C(C)C)(C)C. The catalyst is C1COCC1. The product is [CH3:11][C:9]1[NH:8][C:4]2=[N:5][CH:6]=[CH:7][C:2]([B:23]([OH:24])[OH:22])=[C:3]2[CH:10]=1. The yield is 0.410. (10) The reactants are [CH:1]([C:3]1[C:4]([CH3:20])=[C:5]([O:10][CH2:11][C:12]2[CH:13]=[C:14]([CH:17]=[CH:18][CH:19]=2)[C:15]#[N:16])[C:6]([CH3:9])=[N:7][CH:8]=1)=O.[NH2:21][C:22]1[CH:27]=[CH:26][C:25]([C:28]2[CH:33]=[CH:32][C:31]([C:34]#[N:35])=[CH:30][CH:29]=2)=[CH:24][CH:23]=1. No catalyst specified. The product is [C:15]([C:14]1[CH:13]=[C:12]([CH:19]=[CH:18][CH:17]=1)[CH2:11][O:10][C:5]1[C:4]([CH3:20])=[C:3]([CH2:1][NH:21][C:22]2[CH:23]=[CH:24][C:25]([C:28]3[CH:33]=[CH:32][C:31]([C:34]#[N:35])=[CH:30][CH:29]=3)=[CH:26][CH:27]=2)[CH:8]=[N:7][C:6]=1[CH3:9])#[N:16]. The yield is 0.300.